Dataset: TCR-epitope binding with 47,182 pairs between 192 epitopes and 23,139 TCRs. Task: Binary Classification. Given a T-cell receptor sequence (or CDR3 region) and an epitope sequence, predict whether binding occurs between them. (1) The epitope is RPHERNGFTVL. The TCR CDR3 sequence is CASSLEAHPSTDTQYF. Result: 0 (the TCR does not bind to the epitope). (2) The epitope is EIYKRWII. The TCR CDR3 sequence is CASSLVGTGNTIYF. Result: 0 (the TCR does not bind to the epitope). (3) The epitope is VLWAHGFEL. The TCR CDR3 sequence is CASSVGWGETQYF. Result: 1 (the TCR binds to the epitope). (4) The epitope is YIFFASFYY. The TCR CDR3 sequence is CASSYAGTAAEAFF. Result: 1 (the TCR binds to the epitope). (5) The epitope is YLNTLTLAV. The TCR CDR3 sequence is CASSPEARSEQFF. Result: 1 (the TCR binds to the epitope). (6) The epitope is SLYNTVATL. The TCR CDR3 sequence is CSAVPVSGVDEQFF. Result: 1 (the TCR binds to the epitope). (7) The epitope is YLNTLTLAV. The TCR CDR3 sequence is CASSLGGVGTEAFF. Result: 1 (the TCR binds to the epitope). (8) The epitope is WICLLQFAY. The TCR CDR3 sequence is CASSYEYGTITTYEQYF. Result: 0 (the TCR does not bind to the epitope). (9) The epitope is FLKEKGGL. The TCR CDR3 sequence is CASSFEPGQGFYSNQPQHF. Result: 1 (the TCR binds to the epitope).